Predict the reactants needed to synthesize the given product. From a dataset of Retrosynthesis with 50K atom-mapped reactions and 10 reaction types from USPTO. (1) Given the product C=Cc1ccc(NC(=O)C23CCC(NCC(=O)N4C[C@@H](F)C[C@H]4C#N)(CC2)CC3)cc1, predict the reactants needed to synthesize it. The reactants are: C=Cc1ccc(N)cc1.N#C[C@@H]1C[C@H](F)CN1C(=O)CNC12CCC(C(=O)O)(CC1)CC2. (2) Given the product COC(C)(C)C(=O)Nc1cc(CCl)ccn1, predict the reactants needed to synthesize it. The reactants are: COC(C)(C)C(=O)Cl.Nc1cc(CCl)ccn1. (3) Given the product O=Cc1ccc(-c2cc3c(Nc4ccc5c(cnn5Cc5ccccc5)c4)ncnc3cn2)o1, predict the reactants needed to synthesize it. The reactants are: c1ccc(Cn2ncc3cc(Nc4ncnc5cnc(-c6ccc(C7OCCO7)o6)cc45)ccc32)cc1. (4) Given the product CC(C)(C)OC(=O)N1CC(NS(=O)(=O)CCN2C(=O)c3ccccc3C2=O)C1, predict the reactants needed to synthesize it. The reactants are: CC(C)(C)OC(=O)N1CC(N)C1.O=C1c2ccccc2C(=O)N1CCS(=O)(=O)Cl. (5) Given the product COC(=O)c1ccn(C2=NOC(c3cc(Cl)cc(Cl)c3)(C(F)(F)F)C2)n1, predict the reactants needed to synthesize it. The reactants are: COC(=O)c1cc[nH]n1.FC(F)(F)C1(c2cc(Cl)cc(Cl)c2)CC(Cl)=NO1. (6) Given the product OCc1ncccc1-c1cc(F)ccc1F, predict the reactants needed to synthesize it. The reactants are: CCOC(=O)c1ncccc1-c1cc(F)ccc1F.